Dataset: HIV replication inhibition screening data with 41,000+ compounds from the AIDS Antiviral Screen. Task: Binary Classification. Given a drug SMILES string, predict its activity (active/inactive) in a high-throughput screening assay against a specified biological target. (1) The molecule is C=C1N(S(=O)(=O)c2ccc(C)cc2)C(=O)OCC12CCCC2. The result is 0 (inactive). (2) The molecule is O=C(O)c1cc(S(=O)(=O)NN=Cc2c3ccccc3[n+]([O-])c3ccccc23)ccc1O. The result is 0 (inactive). (3) The drug is CC1CNC2C(C)C3C(CC4C5CCC6CC(N)CCC6(C)C5CCC43C)OC2(O)C1. The result is 0 (inactive). (4) The molecule is C=CC1(C)C=C2C(O)CC3C(C)(C(=O)OC)CCCC3(C)C2CC1. The result is 0 (inactive). (5) The compound is O=C(Nc1ccc(F)cc1)N(C1CCCCC1)C1CCCCC1. The result is 0 (inactive). (6) The drug is CCNC(=N)CSS(=O)(=O)O. The result is 0 (inactive).